From a dataset of Reaction yield outcomes from USPTO patents with 853,638 reactions. Predict the reaction yield, written as a fraction of the theoretical maximum amount of product (1.0 means a 100% yield; for example, 0.34 means a 34% yield). (1) The reactants are [NH2:1][C:2](=[O:41])[CH2:3][C:4]1[CH:40]=[CH:39][CH:38]=[CH:37][C:5]=1[CH2:6][CH2:7][C:8]1[CH:13]=[CH:12][N:11]=[C:10]([NH:14][C:15]2[CH:20]=[CH:19][C:18]([N:21]3[CH2:26][CH2:25][N:24](C(OCC4C=CC=CC=4)=O)[CH2:23][CH2:22]3)=[CH:17][CH:16]=2)[N:9]=1.C1CCCCC1. The catalyst is CN(C=O)C.C(Cl)Cl.[Pd]. The product is [N:21]1([C:18]2[CH:17]=[CH:16][C:15]([NH:14][C:10]3[N:9]=[C:8]([CH2:7][CH2:6][C:5]4[CH:37]=[CH:38][CH:39]=[CH:40][C:4]=4[CH2:3][C:2]([NH2:1])=[O:41])[CH:13]=[CH:12][N:11]=3)=[CH:20][CH:19]=2)[CH2:22][CH2:23][NH:24][CH2:25][CH2:26]1. The yield is 0.900. (2) The reactants are [ClH:1].C(O[C:5](=[NH:15])/[CH:6]=[CH:7]/[C:8]1[CH:13]=[CH:12][C:11]([F:14])=[CH:10][CH:9]=1)C.[NH3:16]. The catalyst is CO. The product is [ClH:1].[F:14][C:11]1[CH:10]=[CH:9][C:8](/[CH:7]=[CH:6]/[C:5]([NH2:15])=[NH:16])=[CH:13][CH:12]=1. The yield is 1.00.